From a dataset of Reaction yield outcomes from USPTO patents with 853,638 reactions. Predict the reaction yield, written as a fraction of the theoretical maximum amount of product (1.0 means a 100% yield; for example, 0.34 means a 34% yield). (1) The yield is 0.700. The product is [Si:8]([O:7][CH:5]1[CH2:6][C:2]([NH:1][C:40]([NH:39][C:31](=[O:38])[C:32]2[CH:33]=[CH:34][CH:35]=[CH:36][CH:37]=2)=[S:41])([C:17]2[CH:18]=[C:19]([C:23]3[CH:28]=[CH:27][CH:26]=[C:25]([O:29][CH3:30])[CH:24]=3)[CH:20]=[CH:21][CH:22]=2)[CH:3]([CH2:15][OH:16])[CH2:4]1)([C:11]([CH3:13])([CH3:12])[CH3:14])([CH3:9])[CH3:10]. The catalyst is C1COCC1. The reactants are [NH2:1][C:2]1([C:17]2[CH:18]=[C:19]([C:23]3[CH:28]=[CH:27][CH:26]=[C:25]([O:29][CH3:30])[CH:24]=3)[CH:20]=[CH:21][CH:22]=2)[CH2:6][CH:5]([O:7][Si:8]([C:11]([CH3:14])([CH3:13])[CH3:12])([CH3:10])[CH3:9])[CH2:4][CH:3]1[CH2:15][OH:16].[C:31]([N:39]=[C:40]=[S:41])(=[O:38])[C:32]1[CH:37]=[CH:36][CH:35]=[CH:34][CH:33]=1. (2) The reactants are [CH3:1][C:2]1[CH:7]=[CH:6][CH:5]=[CH:4][C:3]=1[OH:8].[Br:9][CH2:10][CH2:11][CH2:12]Br.C([O-])([O-])=O.[Cs+].[Cs+]. The catalyst is C(#N)C. The product is [CH3:1][C:2]1[CH:7]=[CH:6][CH:5]=[CH:4][C:3]=1[O:8][CH2:12][CH2:11][CH2:10][Br:9]. The yield is 0.441. (3) The reactants are [CH3:1][NH:2][C:3]1[C:12]2[C:7](=[CH:8][CH:9]=[C:10]([C:13]3[CH:14]=[C:15]([CH:19]=[CH:20][CH:21]=3)[C:16](O)=[O:17])[CH:11]=2)[N:6]=[C:5]([C:22]2[CH:23]=[N:24][CH:25]=[CH:26][CH:27]=2)[N:4]=1.CCN=C=NCCCN(C)C.C1C=CC2N(O)N=NC=2C=1.[S:49]1[CH:53]=[CH:52][N:51]=[C:50]1[NH2:54]. The catalyst is CN1C(=O)CCC1.O. The product is [CH3:1][NH:2][C:3]1[C:12]2[C:7](=[CH:8][CH:9]=[C:10]([C:13]3[CH:14]=[C:15]([CH:19]=[CH:20][CH:21]=3)[C:16]([NH:54][C:50]3[S:49][CH:53]=[CH:52][N:51]=3)=[O:17])[CH:11]=2)[N:6]=[C:5]([C:22]2[CH:23]=[N:24][CH:25]=[CH:26][CH:27]=2)[N:4]=1. The yield is 0.156. (4) The reactants are O=[C:2]1[CH2:7][CH2:6][N:5]([C:8]([O:10][C:11]([CH3:14])([CH3:13])[CH3:12])=[O:9])[CH2:4][CH2:3]1.[H][H].[CH3:17][NH2:18]. The catalyst is [Pd]. The product is [CH3:17][NH:18][CH:2]1[CH2:7][CH2:6][N:5]([C:8]([O:10][C:11]([CH3:14])([CH3:13])[CH3:12])=[O:9])[CH2:4][CH2:3]1. The yield is 0.980. (5) The product is [I:36][C:24]1[N:23]([S:26]([C:29]2[CH:35]=[CH:34][C:32]([CH3:33])=[CH:31][CH:30]=2)(=[O:27])=[O:28])[C:20]2=[N:21][CH:22]=[C:17]3[CH:16]=[N:15][N:14]([CH3:13])[C:18]3=[C:19]2[CH:25]=1. The reactants are C(NC(C)C)(C)C.[Li]CCCC.[CH3:13][N:14]1[C:18]2=[C:19]3[CH:25]=[CH:24][N:23]([S:26]([C:29]4[CH:35]=[CH:34][C:32]([CH3:33])=[CH:31][CH:30]=4)(=[O:28])=[O:27])[C:20]3=[N:21][CH:22]=[C:17]2[CH:16]=[N:15]1.[I:36]I. The yield is 0.300. The catalyst is C1COCC1.O.